Dataset: Reaction yield outcomes from USPTO patents with 853,638 reactions. Task: Predict the reaction yield, written as a fraction of the theoretical maximum amount of product (1.0 means a 100% yield; for example, 0.34 means a 34% yield). (1) The reactants are [Cl:1][C:2]1[CH:7]=[CH:6][C:5]([C@H:8]2[C@H:13]([OH:14])[C@@H:12]([OH:15])[C@H:11]([OH:16])[C@@H:10]([CH2:17][OH:18])[O:9]2)=[CH:4][C:3]=1[CH2:19][C:20]1[CH:25]=[CH:24][C:23]([OH:26])=[C:22]([OH:27])[CH:21]=1.[C:28]([O-])([O-])=O.[K+].[K+].C(I)I. The catalyst is CN(C=O)C. The product is [O:26]1[C:23]2[CH:24]=[CH:25][C:20]([CH2:19][C:3]3[CH:4]=[C:5]([C@H:8]4[C@H:13]([OH:14])[C@@H:12]([OH:15])[C@H:11]([OH:16])[C@@H:10]([CH2:17][OH:18])[O:9]4)[CH:6]=[CH:7][C:2]=3[Cl:1])=[CH:21][C:22]=2[O:27][CH2:28]1. The yield is 0.530. (2) The reactants are [CH2:1]([NH:3][C:4]1[CH:11]=[CH:10][CH:9]=[C:8]([N+:12]([O-])=O)[C:5]=1[C:6]#[N:7])[CH3:2]. The catalyst is C(O)C(F)(F)F.FC(F)(F)C(O)C(F)(F)F. The product is [NH2:12][C:8]1[CH:9]=[CH:10][CH:11]=[C:4]([NH:3][CH2:1][CH3:2])[C:5]=1[C:6]#[N:7]. The yield is 0.810.